From a dataset of Forward reaction prediction with 1.9M reactions from USPTO patents (1976-2016). Predict the product of the given reaction. (1) Given the reactants [C:1]([O:4][CH2:5][C:6]([CH3:11])([CH3:10])[C:7](O)=[O:8])(=[O:3])[CH3:2].C(Cl)(=O)C([Cl:15])=O, predict the reaction product. The product is: [Cl:15][C:7]([C:6]([CH3:11])([CH3:10])[CH2:5][O:4][C:1](=[O:3])[CH3:2])=[O:8]. (2) Given the reactants [C:1]([O:5][C:6]([NH:8][CH2:9][C:10]([OH:12])=O)=[O:7])([CH3:4])([CH3:3])[CH3:2].Cl.[CH3:14][NH:15][O:16][CH3:17].C(N(CC)CC)C, predict the reaction product. The product is: [CH3:17][O:16][N:15]([CH3:14])[C:10](=[O:12])[CH2:9][NH:8][C:6](=[O:7])[O:5][C:1]([CH3:2])([CH3:3])[CH3:4]. (3) Given the reactants [CH:1]1([Mg]Br)[CH2:3][CH2:2]1.[CH:6]([N:19]1[CH2:22][C:21](=[O:23])[CH2:20]1)([C:13]1[CH:18]=[CH:17][CH:16]=[CH:15][CH:14]=1)[C:7]1[CH:12]=[CH:11][CH:10]=[CH:9][CH:8]=1.C([O-])(O)=O.[Na+], predict the reaction product. The product is: [CH:6]([N:19]1[CH2:22][C:21]([CH:1]2[CH2:3][CH2:2]2)([OH:23])[CH2:20]1)([C:13]1[CH:18]=[CH:17][CH:16]=[CH:15][CH:14]=1)[C:7]1[CH:8]=[CH:9][CH:10]=[CH:11][CH:12]=1. (4) Given the reactants [NH2:1][C:2]1[CH:10]=[CH:9][CH:8]=[C:7]([Cl:11])[C:3]=1[C:4](O)=[O:5].[H-].[Al+3].[Li+].[H-].[H-].[H-].O.[OH-].[Na+], predict the reaction product. The product is: [NH2:1][C:2]1[CH:10]=[CH:9][CH:8]=[C:7]([Cl:11])[C:3]=1[CH2:4][OH:5]. (5) Given the reactants FC(F)(F)S(O[C:7]1[C:16]2[C:11](=[CH:12][CH:13]=[CH:14][CH:15]=2)[C:10]([CH:17]=[O:18])=[CH:9][CH:8]=1)(=O)=O.[C:21]1([As](C2C=CC=CC=2)C2C=CC=CC=2)C=CC=C[CH:22]=1.[Cl-].[Li+].C([Sn](CC)(CC)CC)C.[Cl-].[NH4+], predict the reaction product. The product is: [CH2:21]([C:8]1[CH:9]=[C:10]([CH:17]=[O:18])[C:11]2[C:16]([CH:7]=1)=[CH:15][CH:14]=[CH:13][CH:12]=2)[CH3:22].